Dataset: Catalyst prediction with 721,799 reactions and 888 catalyst types from USPTO. Task: Predict which catalyst facilitates the given reaction. (1) Reactant: [O:1]1[C:9]2[C:4](=[N:5][CH:6]=[C:7](B(O)O)[CH:8]=2)[O:3][CH2:2]1.[OH:13]O. Product: [O:1]1[C:9]2[C:4](=[N:5][CH:6]=[C:7]([OH:13])[CH:8]=2)[O:3][CH2:2]1. The catalyst class is: 4. (2) Reactant: [Br:1][C:2]1[CH:3]=[C:4]([NH:8][C:9]2[N:10]=[CH:11][C:12]([C:20]([N:22]3[CH2:27][CH2:26][O:25][CH2:24][CH2:23]3)=[O:21])=[C:13]3[C:17]([CH3:18])=[CH:16][N:15]([CH3:19])[C:14]=23)[CH:5]=[CH:6][CH:7]=1.[ClH:28]. Product: [ClH:28].[Br:1][C:2]1[CH:3]=[C:4]([NH:8][C:9]2[N:10]=[CH:11][C:12]([C:20]([N:22]3[CH2:23][CH2:24][O:25][CH2:26][CH2:27]3)=[O:21])=[C:13]3[C:17]([CH3:18])=[CH:16][N:15]([CH3:19])[C:14]=23)[CH:5]=[CH:6][CH:7]=1. The catalyst class is: 621.